From a dataset of NCI-60 drug combinations with 297,098 pairs across 59 cell lines. Regression. Given two drug SMILES strings and cell line genomic features, predict the synergy score measuring deviation from expected non-interaction effect. (1) Drug 1: CC1C(C(=O)NC(C(=O)N2CCCC2C(=O)N(CC(=O)N(C(C(=O)O1)C(C)C)C)C)C(C)C)NC(=O)C3=C4C(=C(C=C3)C)OC5=C(C(=O)C(=C(C5=N4)C(=O)NC6C(OC(=O)C(N(C(=O)CN(C(=O)C7CCCN7C(=O)C(NC6=O)C(C)C)C)C)C(C)C)C)N)C. Drug 2: CC12CCC3C(C1CCC2O)C(CC4=C3C=CC(=C4)O)CCCCCCCCCS(=O)CCCC(C(F)(F)F)(F)F. Cell line: OVCAR-5. Synergy scores: CSS=14.7, Synergy_ZIP=8.98, Synergy_Bliss=13.1, Synergy_Loewe=0.553, Synergy_HSA=11.4. (2) Drug 1: C1=CC=C(C=C1)NC(=O)CCCCCCC(=O)NO. Drug 2: CC1=C(C(=CC=C1)Cl)NC(=O)C2=CN=C(S2)NC3=CC(=NC(=N3)C)N4CCN(CC4)CCO. Cell line: ACHN. Synergy scores: CSS=13.0, Synergy_ZIP=-2.59, Synergy_Bliss=2.41, Synergy_Loewe=0.838, Synergy_HSA=2.30.